Dataset: Peptide-MHC class I binding affinity with 185,985 pairs from IEDB/IMGT. Task: Regression. Given a peptide amino acid sequence and an MHC pseudo amino acid sequence, predict their binding affinity value. This is MHC class I binding data. (1) The MHC is HLA-A31:01 with pseudo-sequence HLA-A31:01. The peptide sequence is GIEFADNDR. The binding affinity (normalized) is 0.175. (2) The peptide sequence is RRDYRRGL. The MHC is HLA-A24:02 with pseudo-sequence HLA-A24:02. The binding affinity (normalized) is 0.229. (3) The peptide sequence is NPLEIYQEI. The MHC is HLA-A02:03 with pseudo-sequence HLA-A02:03. The binding affinity (normalized) is 0.0847. (4) The peptide sequence is KETLYRIDG. The MHC is HLA-B44:03 with pseudo-sequence HLA-B44:03. The binding affinity (normalized) is 0.0455. (5) The peptide sequence is WLYDLWGQL. The MHC is HLA-B08:01 with pseudo-sequence HLA-B08:01. The binding affinity (normalized) is 0.213. (6) The MHC is Patr-B0101 with pseudo-sequence Patr-B0101. The peptide sequence is WAVRTKLKL. The binding affinity (normalized) is 0.0883. (7) The peptide sequence is ELAYYNSCML. The MHC is HLA-A02:01 with pseudo-sequence HLA-A02:01. The binding affinity (normalized) is 0.128. (8) The peptide sequence is RMLPKLAEF. The MHC is HLA-A02:06 with pseudo-sequence HLA-A02:06. The binding affinity (normalized) is 0.107. (9) The peptide sequence is VLSLVENWL. The MHC is HLA-A02:01 with pseudo-sequence HLA-A02:01. The binding affinity (normalized) is 0.489. (10) The peptide sequence is RPVFARLPF. The MHC is HLA-B51:01 with pseudo-sequence HLA-B51:01. The binding affinity (normalized) is 0.0847.